Dataset: Retrosynthesis with 50K atom-mapped reactions and 10 reaction types from USPTO. Task: Predict the reactants needed to synthesize the given product. (1) Given the product COc1ccccc1[C@H](C)C(=O)N1C[C@@H]2[C@H](C1)[C@@](O)(c1ccccc1OC)CCC2(C)C, predict the reactants needed to synthesize it. The reactants are: COc1ccccc1[C@H](C)C(=O)N1CC2C(=O)CCC(C)(C)C2C1.COc1ccccc1[Mg+]. (2) Given the product Cc1c(Nc2ccc(I)cc2F)c(NS(=O)(=O)C2(COCc3ccccc3)CC2)c2n(c1=O)CCS2, predict the reactants needed to synthesize it. The reactants are: Cc1c(Nc2ccc(I)cc2F)c(N)c2n(c1=O)CCS2.O=S(=O)(Cl)C1(COCc2ccccc2)CC1. (3) Given the product CCOC(=O)Cc1ccc(OC)c(-c2ccc(Br)cc2CN(CC)C(=O)OC(C)(C)C)c1, predict the reactants needed to synthesize it. The reactants are: CCN(Cc1cc(Br)ccc1I)C(=O)OC(C)(C)C.CCOC(=O)Cc1ccc(OC)c(B2OC(C)(C)C(C)(C)O2)c1. (4) The reactants are: Clc1nc(-c2ccc(N3CCOCC3)cc2)cc2ncccc12.Nc1ccc2cn[nH]c2c1. Given the product c1cnc2cc(-c3ccc(N4CCOCC4)cc3)nc(Nc3ccc4cn[nH]c4c3)c2c1, predict the reactants needed to synthesize it. (5) The reactants are: Cc1cncc(B(O)O)c1.O=C(Nc1cnccn1)N1c2nc(Cl)ccc2N2CC[C@H]1C2. Given the product Cc1cncc(-c2ccc3c(n2)N(C(=O)Nc2cnccn2)[C@H]2CCN3C2)c1, predict the reactants needed to synthesize it.